Task: Predict which catalyst facilitates the given reaction.. Dataset: Catalyst prediction with 721,799 reactions and 888 catalyst types from USPTO Reactant: [F:1][C:2]1[C:21]([NH:22][C:23]([NH:25][C:26]2[CH:27]=[N:28][C:29]([CH3:32])=[CH:30][CH:31]=2)=[O:24])=[C:20]([F:33])[CH:19]=[CH:18][C:3]=1[CH2:4][N:5]1[CH2:10][CH2:9][N:8]([C:11]([O:13][C:14](C)(C)C)=[O:12])[CH2:7][CH2:6]1.Cl.ClC(OC)=O.CCN(CC)CC. Product: [F:1][C:2]1[C:21]([NH:22][C:23]([NH:25][C:26]2[CH:27]=[N:28][C:29]([CH3:32])=[CH:30][CH:31]=2)=[O:24])=[C:20]([F:33])[CH:19]=[CH:18][C:3]=1[CH2:4][N:5]1[CH2:10][CH2:9][N:8]([C:11]([O:13][CH3:14])=[O:12])[CH2:7][CH2:6]1. The catalyst class is: 71.